From a dataset of Forward reaction prediction with 1.9M reactions from USPTO patents (1976-2016). Predict the product of the given reaction. (1) The product is: [NH:17]([C:15]([C:12]1[N:13]=[CH:14][C:9]([O:8][C:7]2[CH:26]=[C:27]([CH:28]=[C:5]([O:4][CH:1]([CH3:3])[CH3:2])[CH:6]=2)[C:29]([NH:30][C:31]2[CH:35]=[CH:34][N:33]([CH3:36])[N:32]=2)=[O:37])=[N:10][CH:11]=1)=[O:16])[NH2:18]. Given the reactants [CH:1]([O:4][C:5]1[CH:6]=[C:7]([CH:26]=[C:27]([C:29](=[O:37])[NH:30][C:31]2[CH:35]=[CH:34][N:33]([CH3:36])[N:32]=2)[CH:28]=1)[O:8][C:9]1[N:10]=[CH:11][C:12]([C:15]([NH:17][NH:18]C(OC(C)(C)C)=O)=[O:16])=[N:13][CH:14]=1)([CH3:3])[CH3:2].Cl.C(OCC)(=O)C, predict the reaction product. (2) Given the reactants Cl[C:2]1[CH:11]=[CH:10][C:9]2[C:4](=[CH:5][CH:6]=[C:7]([Cl:23])[C:8]=2[NH:12][C:13](=[O:22])[CH2:14][CH2:15][CH:16]2[CH2:21][CH2:20][CH2:19][CH2:18][CH2:17]2)[N:3]=1.[NH2:24][C@H:25]1[CH2:29][CH2:28][NH:27][CH2:26]1.C(N(CC)CC)C, predict the reaction product. The product is: [NH2:24][CH:25]1[CH2:29][CH2:28][N:27]([C:2]2[CH:11]=[CH:10][C:9]3[C:4](=[CH:5][CH:6]=[C:7]([Cl:23])[C:8]=3[NH:12][C:13](=[O:22])[CH2:14][CH2:15][CH:16]3[CH2:21][CH2:20][CH2:19][CH2:18][CH2:17]3)[N:3]=2)[CH2:26]1. (3) The product is: [NH2:28][C:23]1[N:24]([CH3:27])[C:25](=[O:26])[C@:10]2([N:22]=1)[C:9]1[CH:8]=[C:7]([C:41]3[C:36]([F:35])=[N:37][CH:38]=[CH:39][CH:40]=3)[C:16]([F:17])=[CH:15][C:14]=1[O:13][C@H:12]1[CH2:18][CH2:19][O:20][CH2:21][C@H:11]21. Given the reactants FC(F)(F)S(O[C:7]1[C:16]([F:17])=[CH:15][C:14]2[O:13][C@H:12]3[CH2:18][CH2:19][O:20][CH2:21][C@@H:11]3[C@:10]3([C:25](=[O:26])[N:24]([CH3:27])[C:23](/[N:28]=C/N(C)C)=[N:22]3)[C:9]=2[CH:8]=1)(=O)=O.[F:35][C:36]1[C:41](B(O)O)=[CH:40][CH:39]=[CH:38][N:37]=1, predict the reaction product. (4) Given the reactants [CH3:1][CH:2]([SH:4])[CH3:3].[H-].[Na+].[CH3:7][O:8][C:9]1[CH:14]=[CH:13][C:12]([C:15]2[N:16]=[C:17](S(C)(=O)=O)[O:18][C:19]=2[C:20]2[CH:25]=[CH:24][C:23]([O:26][CH3:27])=[CH:22][CH:21]=2)=[CH:11][CH:10]=1, predict the reaction product. The product is: [CH:2]([S:4][C:17]1[O:18][C:19]([C:20]2[CH:25]=[CH:24][C:23]([O:26][CH3:27])=[CH:22][CH:21]=2)=[C:15]([C:12]2[CH:11]=[CH:10][C:9]([O:8][CH3:7])=[CH:14][CH:13]=2)[N:16]=1)([CH3:3])[CH3:1].